From a dataset of Drug-target binding data from BindingDB using IC50 measurements. Regression. Given a target protein amino acid sequence and a drug SMILES string, predict the binding affinity score between them. We predict pIC50 (pIC50 = -log10(IC50 in M); higher means more potent). Dataset: bindingdb_ic50. The compound is c1ccc(NCc2ccc(CNc3ncccn3)cc2)cc1. The target protein sequence is MEIYTSDNYSEEVGSGDYDSNKEPCFRDENENFNRIFLPTIYFIIFLTGIVGNGLVILVMGYQKKLRSMTDKYRLHLSVADLLFVITLPFWAVDAMADWYFGKFLCKAVHIIYTVNLYSSVLILAFISLDRYLAIVHATNSQSARKLLAEKAVYVGVWIPALLLTIPDIIFADVSQGDGRYICDRLYPDSLWMVVFQFQHIMVGLILPGIVILSCYCIIISKLSHSKGHQKRKALKTTVILILAFFACWLPYYVGISIDSFILLEVIKQGCEFESVVHKWISITEALAFFHCCLNPILYAFLGAKFKSSAQHALNSMSRGSSLKILSKGKRGGHSSVSTESESSSFHSS. The pIC50 is 8.0.